From a dataset of Catalyst prediction with 721,799 reactions and 888 catalyst types from USPTO. Predict which catalyst facilitates the given reaction. (1) Reactant: [NH2:1][C:2]1[C:14](Br)=[C:13]2[C:5]([C:6]3[C:11]([CH2:16][CH3:17])([CH2:12]2)[CH2:10][CH2:9][C:8](=[O:18])[C:7]=3[CH3:19])=[CH:4][CH:3]=1.[C:20]([Cu])#[N:21].CN1CCCC1=O.CCOC(C)=O. Product: [NH2:1][C:2]1[C:14]([C:20]#[N:21])=[C:13]2[C:5]([C:6]3[C:11]([CH2:16][CH3:17])([CH2:12]2)[CH2:10][CH2:9][C:8](=[O:18])[C:7]=3[CH3:19])=[CH:4][CH:3]=1. The catalyst class is: 6. (2) The catalyst class is: 9. Reactant: [Br:1][C:2]1[CH:7]=[CH:6][C:5]([F:8])=[CH:4][C:3]=1[OH:9].C(=O)([O-])[O-].[K+].[K+].I[CH2:17][CH2:18][CH3:19].O. Product: [Br:1][C:2]1[CH:7]=[CH:6][C:5]([F:8])=[CH:4][C:3]=1[O:9][CH2:17][CH2:18][CH3:19]. (3) Reactant: [Br:1][C:2]1[CH:11]=[CH:10][C:5]2[S:6][CH:7]=[C:8]([CH3:9])[C:4]=2[CH:3]=1.[Al+3].[Cl-].[Cl-].[Cl-].[C:16](Cl)(=[O:18])[CH3:17]. Product: [Br:1][C:2]1[CH:11]=[CH:10][C:5]2[S:6][C:7]([C:16](=[O:18])[CH3:17])=[C:8]([CH3:9])[C:4]=2[CH:3]=1. The catalyst class is: 534. (4) Product: [CH3:15][O:16][C:17](=[O:25])[C:18]1[CH:23]=[CH:22][CH:21]=[N:20][C:19]=1[N:1]1[CH2:4][CH:3]([C:5]2[NH:9][C:8]3[CH:10]=[CH:11][C:12]([Cl:14])=[CH:13][C:7]=3[N:6]=2)[CH2:2]1. Reactant: [NH:1]1[CH2:4][CH:3]([C:5]2[NH:9][C:8]3[CH:10]=[CH:11][C:12]([Cl:14])=[CH:13][C:7]=3[N:6]=2)[CH2:2]1.[CH3:15][O:16][C:17](=[O:25])[C:18]1[CH:23]=[CH:22][CH:21]=[N:20][C:19]=1Cl. The catalyst class is: 18. (5) Reactant: C([O:8][C:9](=O)[CH2:10][C@@H:11]1[C:16](=O)[N:15]([CH2:18][C:19]2[CH:24]=[CH:23][CH:22]=[CH:21][CH:20]=2)[CH2:14][C:13](=O)[NH:12]1)C1C=CC=CC=1.[H-].[Al+3].[Li+].[H-].[H-].[H-].O. Product: [CH2:18]([N:15]1[CH2:14][CH2:13][NH:12][C@H:11]([CH2:10][CH2:9][OH:8])[CH2:16]1)[C:19]1[CH:20]=[CH:21][CH:22]=[CH:23][CH:24]=1. The catalyst class is: 1. (6) Reactant: [OH:1][C@@H:2]1[C@H:6]([OH:7])[C@@H:5]([CH2:8][OH:9])[O:4][C@H:3]1[N:10]1[C:19]2[C:14](=[CH:15][C:16]([O:22][CH3:23])=[C:17]([O:20][CH3:21])[CH:18]=2)[C:13](=[O:24])[NH:12][C:11]1=[O:25].CO[C:28](OC)([CH3:30])[CH3:29].O.C1(C)C=CC(S(O)(=O)=O)=CC=1.C(=O)(O)[O-].[Na+]. Product: [OH:9][CH2:8][C@@H:5]1[C@H:6]2[O:7][C:28]([CH3:30])([CH3:29])[O:1][C@H:2]2[C@H:3]([N:10]2[C:19]3[C:14](=[CH:15][C:16]([O:22][CH3:23])=[C:17]([O:20][CH3:21])[CH:18]=3)[C:13](=[O:24])[NH:12][C:11]2=[O:25])[O:4]1. The catalyst class is: 21. (7) Reactant: [CH2:1]1[C:6]2[C:7]3[CH:13]=[CH:12][C:11]([N:14]4[CH:19]=[CH:18][C:17]([C:20]5[CH:25]=[CH:24][C:23]([C:26]([F:29])([F:28])[F:27])=[CH:22][N:21]=5)=[CH:16][C:15]4=[O:30])=[CH:10][C:8]=3[O:9][C:5]=2[CH2:4][CH2:3][NH:2]1.[ClH:31].CCOCC. Product: [ClH:31].[CH2:1]1[C:6]2[C:7]3[CH:13]=[CH:12][C:11]([N:14]4[CH:19]=[CH:18][C:17]([C:20]5[CH:25]=[CH:24][C:23]([C:26]([F:29])([F:27])[F:28])=[CH:22][N:21]=5)=[CH:16][C:15]4=[O:30])=[CH:10][C:8]=3[O:9][C:5]=2[CH2:4][CH2:3][NH:2]1. The catalyst class is: 5. (8) Product: [Cl:1][C:2]1[CH:7]=[C:6]([C:8]([F:11])([F:10])[F:9])[CH:5]=[C:4]([Cl:12])[C:3]=1[N:13]1[C:17]([OH:18])=[C:16]([S:19]([C:20]([F:23])([F:21])[F:22])=[O:34])[C:15]([C:24]#[N:25])=[N:14]1. The catalyst class is: 96. Reactant: [Cl:1][C:2]1[CH:7]=[C:6]([C:8]([F:11])([F:10])[F:9])[CH:5]=[C:4]([Cl:12])[C:3]=1[N:13]1[C:17]([OH:18])=[C:16]([S:19][C:20]([F:23])([F:22])[F:21])[C:15]([C:24]#[N:25])=[N:14]1.ClC1C=CC=C(C(OO)=[O:34])C=1.C(=O)(O)[O-].[Na+]. (9) Reactant: [F:1][C:2]1[CH:7]=[C:6]([C:8]([F:11])([F:10])[F:9])[CH:5]=[CH:4][C:3]=1[C:12](Cl)=[O:13].[NH2:15][C:16]1[N:21]=[CH:20][N:19]=[C:18]2[N:22]([CH:34]3[CH2:39][CH2:38][N:37]([C:40]([O:42][C:43]([CH3:46])([CH3:45])[CH3:44])=[O:41])[CH2:36][CH2:35]3)[N:23]=[C:24]([C:25]3[CH:30]=[CH:29][C:28]([NH2:31])=[C:27]([O:32][CH3:33])[CH:26]=3)[C:17]=12. Product: [NH2:15][C:16]1[N:21]=[CH:20][N:19]=[C:18]2[N:22]([CH:34]3[CH2:35][CH2:36][N:37]([C:40]([O:42][C:43]([CH3:46])([CH3:45])[CH3:44])=[O:41])[CH2:38][CH2:39]3)[N:23]=[C:24]([C:25]3[CH:30]=[CH:29][C:28]([NH:31][C:12](=[O:13])[C:3]4[CH:4]=[CH:5][C:6]([C:8]([F:11])([F:10])[F:9])=[CH:7][C:2]=4[F:1])=[C:27]([O:32][CH3:33])[CH:26]=3)[C:17]=12. The catalyst class is: 272. (10) Product: [O:8]1[C:12]2[CH:13]=[CH:14][CH:15]=[CH:16][C:11]=2[C:10]([NH:17][C:18]([N:20]2[CH2:25][CH2:24][N:23]([C:41]([NH:40][CH2:33][C:34]3[CH:39]=[CH:38][CH:37]=[CH:36][CH:35]=3)=[O:42])[CH2:22][CH2:21]2)=[O:19])=[N:9]1. Reactant: FC(F)(F)C(O)=O.[O:8]1[C:12]2[CH:13]=[CH:14][CH:15]=[CH:16][C:11]=2[C:10]([NH:17][C:18]([N:20]2[CH2:25][CH2:24][NH:23][CH2:22][CH2:21]2)=[O:19])=[N:9]1.C(N(CC)CC)C.[CH2:33]([N:40]=[C:41]=[O:42])[C:34]1[CH:39]=[CH:38][CH:37]=[CH:36][CH:35]=1.O. The catalyst class is: 7.